This data is from Catalyst prediction with 721,799 reactions and 888 catalyst types from USPTO. The task is: Predict which catalyst facilitates the given reaction. (1) Reactant: [F:1][C:2]1[CH:26]=[C:25]([F:27])[CH:24]=[CH:23][C:3]=1[CH2:4][O:5][C:6]1[CH:11]=[C:10]([CH2:12][OH:13])[N:9]([C:14]2[C:19]([F:20])=[CH:18][CH:17]=[CH:16][C:15]=2[F:21])[C:8](=[O:22])[CH:7]=1.[Cl:28]N1C(=O)CCC1=O. Product: [Cl:28][C:7]1[C:8](=[O:22])[N:9]([C:14]2[C:15]([F:21])=[CH:16][CH:17]=[CH:18][C:19]=2[F:20])[C:10]([CH2:12][OH:13])=[CH:11][C:6]=1[O:5][CH2:4][C:3]1[CH:23]=[CH:24][C:25]([F:27])=[CH:26][C:2]=1[F:1]. The catalyst class is: 10. (2) Reactant: [Cl-].[F:2][C:3]([F:29])([F:28])[C:4]1[CH:5]=[C:6]([CH:21]=[C:22]([C:24]([F:27])([F:26])[F:25])[CH:23]=1)[CH2:7][N+:8]1[C:12]2[CH:13]=[CH:14][CH:15]=[CH:16][C:11]=2[N:10]2[C:17]([CH3:20])=[CH:18][S:19][C:9]=12.[CH3:30][O-:31].[Na+]. Product: [F:26][C:24]([F:25])([F:27])[C:22]1[CH:21]=[C:6]([CH:5]=[C:4]([C:3]([F:29])([F:28])[F:2])[CH:23]=1)[CH2:7][N:8]1[C:12]2[CH:13]=[CH:14][CH:15]=[CH:16][C:11]=2[N:10](/[C:17](/[CH3:20])=[CH:18]\[S:19][CH3:9])[C:30]1=[O:31]. The catalyst class is: 5. (3) Reactant: CCCCCC[CH2:7][CH2:8][CH2:9][CH2:10][CH2:11][CH2:12][CH2:13][CH2:14][CH2:15][CH2:16][CH2:17][C:18]([O:20][CH2:21]C(O)[C@H]1OC[C@H](O)[C@H]1O)=[O:19].CC(=CCCC(=CC=[O:41])C)C.C(N)COP(O)(O)=O. Product: [CH3:7][CH2:8]/[CH:9]=[CH:10]\[CH2:11][CH:12]1[C:13](=[O:41])[CH2:14][CH2:15][CH:16]1[CH2:17][C:18]([O:20][CH3:21])=[O:19]. The catalyst class is: 6. (4) Reactant: [Br:1]N1C(=O)CCC1=O.C(OOC(=O)C1C=CC=CC=1)(=O)C1C=CC=CC=1.[CH3:27][O:28][C:29]1[CH:39]=[CH:38][CH:37]=[C:36]([CH3:40])[C:30]=1[C:31]([O:33][CH2:34][CH3:35])=[O:32]. Product: [Br:1][CH2:40][C:36]1[CH:37]=[CH:38][CH:39]=[C:29]([O:28][CH3:27])[C:30]=1[C:31]([O:33][CH2:34][CH3:35])=[O:32]. The catalyst class is: 53. (5) Reactant: Br[C:2]1[C:6]2[C:7]([NH2:11])=[N:8][CH:9]=[CH:10][C:5]=2[O:4][CH:3]=1.[F:12][C:13]1[C:21](B2OC(C)(C)C(C)(C)O2)=[CH:20][CH:19]=[C:18]2[C:14]=1[CH2:15][CH2:16][N:17]2[C:31]([O:33][C:34]([CH3:37])([CH3:36])[CH3:35])=[O:32].C(=O)(O)[O-].[Na+]. Product: [NH2:11][C:7]1[C:6]2[C:2]([C:21]3[C:13]([F:12])=[C:14]4[C:18](=[CH:19][CH:20]=3)[N:17]([C:31]([O:33][C:34]([CH3:36])([CH3:35])[CH3:37])=[O:32])[CH2:16][CH2:15]4)=[CH:3][O:4][C:5]=2[CH:10]=[CH:9][N:8]=1. The catalyst class is: 819. (6) Reactant: Br[C:2]1[CH:3]=[C:4]2[C:10]([CH:11]=[O:12])=[N:9][N:8]([CH:13]3[CH2:18][CH2:17][CH2:16][CH2:15][O:14]3)[C:5]2=[CH:6][N:7]=1.[CH3:19][C:20]1[CH:25]=[CH:24][N:23]=[CH:22][C:21]=1B(O)O.C([O-])([O-])=O.[K+].[K+]. Product: [CH3:19][C:20]1[CH:25]=[CH:24][N:23]=[CH:22][C:21]=1[C:2]1[CH:3]=[C:4]2[C:10]([CH:11]=[O:12])=[N:9][N:8]([CH:13]3[CH2:18][CH2:17][CH2:16][CH2:15][O:14]3)[C:5]2=[CH:6][N:7]=1. The catalyst class is: 117. (7) Reactant: [C:1]([O:4][C:5]1[C:10]([C:11]([CH3:14])([CH3:13])[CH3:12])=[CH:9][C:8]([O:15]C)=[CH:7][C:6]=1[C:17]([CH3:20])([CH3:19])[CH3:18])(=[O:3])[CH3:2].[I-].[Na+].C[Si](Cl)(C)C.O. Product: [C:1]([O:4][C:5]1[C:10]([C:11]([CH3:13])([CH3:12])[CH3:14])=[CH:9][C:8]([OH:15])=[CH:7][C:6]=1[C:17]([CH3:20])([CH3:19])[CH3:18])(=[O:3])[CH3:2]. The catalyst class is: 10.